From a dataset of Reaction yield outcomes from USPTO patents with 853,638 reactions. Predict the reaction yield, written as a fraction of the theoretical maximum amount of product (1.0 means a 100% yield; for example, 0.34 means a 34% yield). (1) The reactants are [CH2:1]1[C:6](=O)[CH2:5][CH2:4][N:3]([CH2:8][C:9]2[CH:14]=[CH:13][CH:12]=[CH:11][CH:10]=2)[CH2:2]1.Cl.[CH2:16]([NH2:18])[CH3:17].[C-:19]#[N:20].[K+].C(O)(C)C. The catalyst is C(O)C.O. The product is [CH2:8]([N:3]1[CH2:4][CH2:5][C:6]([NH:18][CH2:16][CH3:17])([C:19]#[N:20])[CH2:1][CH2:2]1)[C:9]1[CH:14]=[CH:13][CH:12]=[CH:11][CH:10]=1. The yield is 0.840. (2) The reactants are [Cl:1][C:2]1[C:3]([F:24])=[C:4]([NH:9][C:10]2[C:19]3[C:14](=[CH:15][C:16](F)=[C:17]([N+:20]([O-:22])=[O:21])[CH:18]=3)[N:13]=[CH:12][N:11]=2)[CH:5]=[CH:6][C:7]=1[Cl:8].C[Si](C)(C)[O-].[K+].[O:31]1[CH2:35][CH2:34][C@H:33]([OH:36])[CH2:32]1.Cl. The catalyst is CN(C=O)C.O. The product is [Cl:1][C:2]1[C:3]([F:24])=[C:4]([NH:9][C:10]2[C:19]3[C:14](=[CH:15][C:16]([O:36][C@H:33]4[CH2:34][CH2:35][O:31][CH2:32]4)=[C:17]([N+:20]([O-:22])=[O:21])[CH:18]=3)[N:13]=[CH:12][N:11]=2)[CH:5]=[CH:6][C:7]=1[Cl:8]. The yield is 0.847. (3) The reactants are [Cl:1][C:2]1[C:7]2[NH:8][C:9](=[O:11])[NH:10][C:6]=2[CH:5]=[C:4]([C:12]([O:14]C)=[O:13])[CH:3]=1.[OH-].[Li+].O1CCCC1. The catalyst is CO. The product is [Cl:1][C:2]1[C:7]2[NH:8][C:9](=[O:11])[NH:10][C:6]=2[CH:5]=[C:4]([C:12]([OH:14])=[O:13])[CH:3]=1. The yield is 0.900. (4) The reactants are [N+:1]([C:4]1[CH:5]=[C:6]2[C:10](=[CH:11][CH:12]=1)[NH:9][CH:8]=[CH:7]2)([O-:3])=[O:2].[Al+3].[Cl-].[Cl-].[Cl-].Br[C:18]([CH3:21])([CH3:20])[CH3:19]. The catalyst is C(Cl)Cl. The product is [C:18]([C:7]1[C:6]2[C:10](=[CH:11][CH:12]=[C:4]([N+:1]([O-:3])=[O:2])[CH:5]=2)[NH:9][CH:8]=1)([CH3:21])([CH3:20])[CH3:19]. The yield is 0.310.